Dataset: Forward reaction prediction with 1.9M reactions from USPTO patents (1976-2016). Task: Predict the product of the given reaction. (1) Given the reactants [CH3:1][O:2][C:3]1[CH:8]=[CH:7][C:6]([CH:9]2[O:13][CH:12]([CH:14]([CH3:18])C(O)=O)[C:11](=[C:19]=[CH2:20])[CH2:10]2)=[CH:5][CH:4]=1.[C:21]([O-:24])([O-])=[O:22].[K+].[K+].[C:27]1(I)[CH:32]=[CH:31]C=[CH:29][CH:28]=1.O.[CH3:35]N(C)C=O, predict the reaction product. The product is: [CH3:1][O:2][C:3]1[CH:4]=[CH:5][C:6]([CH:9]2[O:13][CH:12]3[C:11]([C:19]([C:20]4[CH:31]=[CH:32][CH:27]=[CH:28][CH:29]=4)=[CH2:35])([O:24][C:21](=[O:22])[CH2:18][CH2:14]3)[CH2:10]2)=[CH:7][CH:8]=1. (2) The product is: [Br:1][C:2]1[CH:10]=[CH:9][C:5]([C:6]([NH:32][C:28]2[CH:27]=[C:26]([C:25]([F:33])([F:24])[F:34])[CH:31]=[CH:30][N:29]=2)=[O:8])=[CH:4][C:3]=1[O:11][CH:12]1[CH2:14][CH2:13]1. Given the reactants [Br:1][C:2]1[CH:10]=[CH:9][C:5]([C:6]([OH:8])=O)=[CH:4][C:3]=1[O:11][CH:12]1[CH2:14][CH2:13]1.CN(C=O)C.S(Cl)(Cl)=O.[F:24][C:25]([F:34])([F:33])[C:26]1[CH:31]=[CH:30][N:29]=[C:28]([NH2:32])[CH:27]=1, predict the reaction product. (3) Given the reactants C(OC([N:7]1[CH2:13][C:12]2[CH:14]=[C:15]([C:18]3[CH:19]=[CH:20][C:21]4[N:25]=[C:24]([CH3:26])[N:23]([C:27]([O:29][C:30]([CH3:33])([CH3:32])[CH3:31])=[O:28])[C:22]=4[CH:34]=3)[CH:16]=[CH:17][C:11]=2[O:10][CH2:9][CH2:8]1)=O)C=C.C1COCC1.C(O[BH-](OC(=O)C)OC(=O)C)(=O)C.[Na+], predict the reaction product. The product is: [CH3:26][C:24]1[N:23]([C:27]([O:29][C:30]([CH3:33])([CH3:31])[CH3:32])=[O:28])[C:22]2[CH:34]=[C:18]([C:15]3[CH:16]=[CH:17][C:11]4[O:10][CH2:9][CH2:8][NH:7][CH2:13][C:12]=4[CH:14]=3)[CH:19]=[CH:20][C:21]=2[N:25]=1.